From a dataset of Reaction yield outcomes from USPTO patents with 853,638 reactions. Predict the reaction yield, written as a fraction of the theoretical maximum amount of product (1.0 means a 100% yield; for example, 0.34 means a 34% yield). (1) The reactants are C(OC(=O)[NH:10][CH2:11][CH:12]1[O:16][C:15]2[CH:17]=[CH:18][C:19]([CH2:21][CH:22]([N:24]([CH2:31][CH3:32])[C:25](=[O:30])[C:26]([F:29])([F:28])[F:27])[CH3:23])=[CH:20][C:14]=2[O:13]1)C1C=CC=CC=1. The catalyst is [Pd].CO. The product is [NH2:10][CH2:11][CH:12]1[O:16][C:15]2[CH:17]=[CH:18][C:19]([CH2:21][CH:22]([N:24]([CH2:31][CH3:32])[C:25](=[O:30])[C:26]([F:28])([F:27])[F:29])[CH3:23])=[CH:20][C:14]=2[O:13]1. The yield is 0.790. (2) The reactants are C(OC([N:11]1[CH2:15][CH2:14][CH:13]([CH:16]([NH2:22])[C:17]2[O:18][CH:19]=[CH:20][N:21]=2)[CH2:12]1)=O)C1C=CC=CC=1.C([O-])=O.[NH4+]. The catalyst is CO.[Pd]. The product is [O:18]1[CH:19]=[CH:20][N:21]=[C:17]1[CH:16]([NH2:22])[CH:13]1[CH2:14][CH2:15][NH:11][CH2:12]1. The yield is 1.00. (3) The product is [CH3:19][S:16]([N:13]1[CH2:12][CH2:11][N:10]([C:7]2[CH:8]=[CH:9][C:4]([NH2:1])=[CH:5][CH:6]=2)[CH2:15][CH2:14]1)(=[O:17])=[O:18]. The yield is 0.270. The catalyst is CO.[Pd]. The reactants are [N+:1]([C:4]1[CH:9]=[CH:8][C:7]([N:10]2[CH2:15][CH2:14][N:13]([S:16]([CH3:19])(=[O:18])=[O:17])[CH2:12][CH2:11]2)=[CH:6][CH:5]=1)([O-])=O.N. (4) The reactants are [CH:1]([C:3]1[CH:12]=[CH:11][C:6]([C:7]([O:9][CH3:10])=[O:8])=[CH:5][CH:4]=1)=O.[CH3:13][C:14]1([CH3:34])[C:23]2[CH:22]=[C:21]([C:24](=[O:26])[CH3:25])[CH:20]=[CH:19][C:18]=2[C:17]([C:27]2[CH:32]=[CH:31][C:30]([CH3:33])=[CH:29][CH:28]=2)=[CH:16][CH2:15]1.Cl.[CH3:36][Si:37]([CH:40](O)C)([CH3:39])[CH3:38].Cl.CN(C)CCCN=C=NCC. The catalyst is [OH-].[Na+].CO.ClCCl.CN(C)C1C=CN=CC=1. The product is [CH3:13][C:14]1([CH3:34])[C:23]2[CH:22]=[C:21]([C:24](=[O:26])[CH:25]=[CH:1][C:3]3[CH:12]=[CH:11][C:6]([C:7]([O:9][CH2:10][CH2:36][Si:37]([CH3:40])([CH3:39])[CH3:38])=[O:8])=[CH:5][CH:4]=3)[CH:20]=[CH:19][C:18]=2[C:17]([C:27]2[CH:28]=[CH:29][C:30]([CH3:33])=[CH:31][CH:32]=2)=[CH:16][CH2:15]1. The yield is 0.430. (5) The reactants are [CH3:1][O:2][C:3](=[O:23])[C@@H:4]([NH:15]C(OC(C)(C)C)=O)[CH2:5][CH2:6][C@H:7](O)[C:8]#[C:9][Si:10]([CH3:13])([CH3:12])[CH3:11].C(N(CC)CC)C.CS(Cl)(=O)=O.Cl.O1CCOCC1.C([O-])([O-])=O.[K+].[K+]. The yield is 0.999. The catalyst is O.C(Cl)Cl. The product is [CH3:1][O:2][C:3]([C@@H:4]1[CH2:5][CH2:6][C@@H:7]([C:8]#[C:9][Si:10]([CH3:13])([CH3:12])[CH3:11])[NH:15]1)=[O:23]. (6) The product is [C:1]([C:5]1[CH:6]=[C:7]([N:15]2[C:19]([CH:20]([CH:23]3[CH2:24][CH2:25][CH2:26][CH2:27][CH2:28]3)[O:21][CH3:22])=[C:18]([CH3:29])[C:17]([C:30]([OH:32])=[O:31])=[CH:16]2)[CH:8]=[C:9]([C:11]2([CH3:14])[CH2:13][CH2:12]2)[CH:10]=1)([CH3:2])([CH3:3])[CH3:4]. The reactants are [C:1]([C:5]1[CH:6]=[C:7]([N:15]2[C:19]([CH:20]([CH:23]3[CH2:28][CH2:27][CH2:26][CH2:25][CH2:24]3)[O:21][CH3:22])=[C:18]([CH3:29])[C:17]([C:30]([O:32]CC)=[O:31])=[CH:16]2)[CH:8]=[C:9]([C:11]2([CH3:14])[CH2:13][CH2:12]2)[CH:10]=1)([CH3:4])([CH3:3])[CH3:2].CC([O-])(C)C.[K+].Cl. The catalyst is CS(C)=O.O. The yield is 0.900.